Task: Predict the reaction yield, written as a fraction of the theoretical maximum amount of product (1.0 means a 100% yield; for example, 0.34 means a 34% yield).. Dataset: Reaction yield outcomes from USPTO patents with 853,638 reactions (1) The reactants are [CH3:1][C:2]([O:4][C@H:5]1[C:14]2[C@@:15]3([CH3:30])[C@@H:26]([CH2:27][O:28][CH3:29])[O:25][C:23](=[O:24])[C:17]4=[CH:18][O:19][C:20]([C:21](=[O:22])[C:13]=2[C@@H:8]2[CH2:9][CH2:10][C:11](=[O:12])[C@@:7]2([CH3:31])[CH2:6]1)=[C:16]34)=[O:3].[CH2:32]([NH:35][CH2:36][CH:37]=[CH2:38])[CH:33]=[CH2:34]. The catalyst is C(Cl)Cl. The product is [CH3:1][C:2]([O:4][C@H:5]1[C:14]2[C@:15]3([CH3:30])[C:16](=[C:20]([OH:19])[C:21](=[O:22])[C:13]=2[C@@H:8]2[CH2:9][CH2:10][C:11](=[O:12])[C@@:7]2([CH3:31])[CH2:6]1)/[C:17](=[CH:18]\[N:35]([CH2:36][CH:37]=[CH2:38])[CH2:32][CH:33]=[CH2:34])/[C:23](=[O:24])[O:25][C@@H:26]3[CH2:27][O:28][CH3:29])=[O:3]. The yield is 0.680. (2) The reactants are [CH3:1]/[C:2](/[CH2:18][CH2:19]/[CH:20]=[C:21](\[CH3:48])/[CH2:22][CH2:23]/[CH:24]=[C:25](\[CH3:47])/[CH2:26][CH2:27]/[CH:28]=[C:29](\[CH3:46])/[CH2:30][CH2:31]/[CH:32]=[C:33](\[CH3:45])/[CH2:34][CH2:35]/[CH:36]=[C:37](\[CH3:44])/[CH2:38][CH2:39][CH:40]=[C:41]([CH3:43])[CH3:42])=[CH:3]\[CH2:4][C:5]1[C:6](=[O:17])[C:7]2[C:12]([C:13](=[O:16])[C:14]=1[CH3:15])=[CH:11][CH:10]=[CH:9][CH:8]=2.[C:49](OC(=O)C1C=CC=CC=1)(=[O:56])[C:50]1[CH:55]=[CH:54][CH:53]=[CH:52][CH:51]=1.[CH3:66][C:67]([O-:69])=O.[Na+].N([CH2:74][CH3:75])CC.[CH2:76]1[CH2:80]OC[CH2:77]1. The product is [C:67]([O:17][C:6]1[C:7]2[C:12](=[CH:11][CH:10]=[CH:9][CH:8]=2)[C:13]([O:16][C:49](=[O:56])[C:50]2[CH:55]=[CH:54][CH:53]=[CH:52][CH:51]=2)=[C:14]([CH3:15])[C:5]=1[CH2:4]/[CH:3]=[C:2](\[CH3:1])/[CH2:18][CH2:19]/[CH:20]=[C:21](\[CH3:48])/[CH2:22][CH2:23]/[CH:24]=[C:25](\[CH3:47])/[CH2:26][CH2:27]/[CH:28]=[C:29](\[CH3:46])/[CH2:30][CH2:31]/[CH:32]=[C:33](\[CH3:45])/[CH2:34][CH2:35]/[CH:36]=[C:37](\[CH3:44])/[CH2:38][CH2:39][CH:40]=[C:41]([CH3:43])[CH3:42])(=[O:69])[C:66]1[CH:75]=[CH:74][CH:80]=[CH:76][CH:77]=1. The catalyst is [Zn].CCCCCCC. The yield is 0.500. (3) The reactants are FC(F)(F)C1C=C(NC(=O)NC2C=CC(C3SC(CCC(O)=O)=NC=3)=CC=2)C=CC=1.[Cl:31][C:32]1[CH:37]=[CH:36][CH:35]=[CH:34][C:33]=1[NH:38][C:39](=[O:64])[NH:40][C:41]1[CH:46]=[CH:45][C:44]([C:47]2[N:48]=[C:49]([CH:52]3[CH2:57][CH2:56][N:55]([CH2:58][C:59]([O:61]CC)=[O:60])[CH2:54][CH2:53]3)[S:50][CH:51]=2)=[CH:43][CH:42]=1. No catalyst specified. The product is [Cl:31][C:32]1[CH:37]=[CH:36][CH:35]=[CH:34][C:33]=1[NH:38][C:39](=[O:64])[NH:40][C:41]1[CH:42]=[CH:43][C:44]([C:47]2[N:48]=[C:49]([CH:52]3[CH2:53][CH2:54][N:55]([CH2:58][C:59]([OH:61])=[O:60])[CH2:56][CH2:57]3)[S:50][CH:51]=2)=[CH:45][CH:46]=1. The yield is 0.810. (4) The reactants are [CH3:1][O:2][C:3](=[O:19])/[C:4](/[CH2:9][NH:10][O:11][CH2:12][C:13]1[CH:18]=[CH:17][CH:16]=[CH:15][CH:14]=1)=[CH:5]\[CH2:6][CH2:7][CH3:8]. The catalyst is [B-](F)(F)(F)F.C1C2C=CC1C=C2.C1C2C=CC1C=C2.[Rh]. The product is [CH3:1][O:2][C:3](=[O:19])[C@H:4]([CH2:9][NH:10][O:11][CH2:12][C:13]1[CH:14]=[CH:15][CH:16]=[CH:17][CH:18]=1)[CH2:5][CH2:6][CH2:7][CH3:8]. The yield is 0.940. (5) The reactants are [CH3:1][C:2]1[CH:7]=[CH:6][N:5]=[C:4]([NH:8][C:9]2[CH:14]=[CH:13][CH:12]=[C:11]([C:15]3[O:19][CH:18]=[N:17][CH:16]=3)[N:10]=2)[CH:3]=1.Br[C:21]#[C:22][C:23]1[CH:28]=[CH:27][CH:26]=[CH:25][CH:24]=1.C1C=CC(P(C2C(P(C3C=CC=CC=3)C3C=CC=CC=3)=CC=CC=2)C2C=CC=CC=2)=CC=1.O(C(C)(C)C)[Li]. The catalyst is O1CCOCC1.C1CC=CCCC=C1.C1CC=CCCC=C1.[Ni].O. The product is [CH3:1][C:2]1[CH:7]=[CH:6][N:5]=[C:4]([NH:8][C:9]2[CH:14]=[CH:13][CH:12]=[C:11]([C:15]3[O:19][C:18]([C:21]#[C:22][C:23]4[CH:28]=[CH:27][CH:26]=[CH:25][CH:24]=4)=[N:17][CH:16]=3)[N:10]=2)[CH:3]=1. The yield is 0.130.